From a dataset of Forward reaction prediction with 1.9M reactions from USPTO patents (1976-2016). Predict the product of the given reaction. Given the reactants [CH3:1][C:2]1([CH3:21])[N:5]([C:6](=[O:9])[CH2:7][OH:8])[N:4]([CH:10]2[CH:17]3[CH2:18][CH:13]4[CH2:14][CH:15]([CH2:19][CH:11]2[CH2:12]4)[CH2:16]3)[C:3]1=[O:20].[OH-].[Na+].[Br:24][C:25]1[CH:26]=[CH:27][C:28](F)=[N:29][CH:30]=1.O, predict the reaction product. The product is: [Br:24][C:25]1[CH:26]=[CH:27][C:28]([O:8][CH2:7][C:6]([N:5]2[C:2]([CH3:21])([CH3:1])[C:3](=[O:20])[N:4]2[CH:10]2[CH:11]3[CH2:12][CH:13]4[CH2:14][CH:15]([CH2:16][CH:17]2[CH2:18]4)[CH2:19]3)=[O:9])=[N:29][CH:30]=1.